Predict the reactants needed to synthesize the given product. From a dataset of Full USPTO retrosynthesis dataset with 1.9M reactions from patents (1976-2016). Given the product [CH2:1]([O:3][C:4]([C:6]1[CH:11]=[C:10]([CH:12]=[O:23])[NH:9][C:8](=[O:13])[C:7]=1[O:14][CH2:15][C:16]1[CH:17]=[CH:18][CH:19]=[CH:20][CH:21]=1)=[O:5])[CH3:2], predict the reactants needed to synthesize it. The reactants are: [CH2:1]([O:3][C:4]([C:6]1[CH:11]=[C:10]([CH3:12])[NH:9][C:8](=[O:13])[C:7]=1[O:14][CH2:15][C:16]1[CH:21]=[CH:20][CH:19]=[CH:18][CH:17]=1)=[O:5])[CH3:2].[Se]=[O:23].